This data is from Peptide-MHC class I binding affinity with 185,985 pairs from IEDB/IMGT. The task is: Regression. Given a peptide amino acid sequence and an MHC pseudo amino acid sequence, predict their binding affinity value. This is MHC class I binding data. (1) The peptide sequence is RRARSLSAERY. The MHC is HLA-B18:01 with pseudo-sequence HLA-B18:01. The binding affinity (normalized) is 0. (2) The peptide sequence is FLRGRAYGL. The MHC is HLA-B40:01 with pseudo-sequence HLA-B40:01. The binding affinity (normalized) is 0. (3) The peptide sequence is LTSWIRYIQY. The MHC is Mamu-A02 with pseudo-sequence Mamu-A02. The binding affinity (normalized) is 1.00. (4) The peptide sequence is YTIYGAWMF. The MHC is HLA-B40:13 with pseudo-sequence HLA-B40:13. The binding affinity (normalized) is 0.447. (5) The peptide sequence is DLVKMMISY. The MHC is HLA-A26:02 with pseudo-sequence HLA-A26:02. The binding affinity (normalized) is 0.728.